This data is from Forward reaction prediction with 1.9M reactions from USPTO patents (1976-2016). The task is: Predict the product of the given reaction. (1) Given the reactants [CH3:1][Si:2]([CH3:9])([CH3:8])[C:3]1[S:4][CH:5]=[CH:6][N:7]=1.C([Li])CCC.[F:15][C:16]1[CH:21]=[CH:20][C:19]([N:22]2[C:26]3[CH:27]=[C:28]4[C@:33]([C:35](OC)=[O:36])([CH2:34][C:25]=3[CH:24]=[N:23]2)[CH2:32][N:31]([C:39]([O:41][C:42]([CH3:45])([CH3:44])[CH3:43])=[O:40])[CH2:30][CH2:29]4)=[CH:18][CH:17]=1.O, predict the reaction product. The product is: [F:15][C:16]1[CH:21]=[CH:20][C:19]([N:22]2[C:26]3[CH:27]=[C:28]4[C@:33]([C:35]([C:5]5[S:4][C:3]([Si:2]([CH3:9])([CH3:8])[CH3:1])=[N:7][CH:6]=5)=[O:36])([CH2:34][C:25]=3[CH:24]=[N:23]2)[CH2:32][N:31]([C:39]([O:41][C:42]([CH3:45])([CH3:44])[CH3:43])=[O:40])[CH2:30][CH2:29]4)=[CH:18][CH:17]=1. (2) Given the reactants Br[C:2]1[CH:7]=[CH:6][C:5]([CH:8]([N:12]2[CH2:26][CH2:25][C:15]3([O:20][CH2:19][C:18](=[O:21])[N:17]([CH:22]4[CH2:24][CH2:23]4)[CH2:16]3)[CH2:14][CH2:13]2)[C:9]([NH2:11])=[O:10])=[C:4]([F:27])[CH:3]=1.[Cl:28][C:29]1[CH:30]=[N:31][C:32]2[C:37]([CH:38]=1)=[CH:36][CH:35]=[C:34](B1OC(C)(C)C(C)(C)O1)[CH:33]=2.B(O)O.C(=O)([O-])[O-].[K+].[K+], predict the reaction product. The product is: [Cl:28][C:29]1[CH:30]=[N:31][C:32]2[C:37]([CH:38]=1)=[CH:36][CH:35]=[C:34]([C:2]1[CH:7]=[CH:6][C:5]([CH:8]([N:12]3[CH2:26][CH2:25][C:15]4([O:20][CH2:19][C:18](=[O:21])[N:17]([CH:22]5[CH2:24][CH2:23]5)[CH2:16]4)[CH2:14][CH2:13]3)[C:9]([NH2:11])=[O:10])=[C:4]([F:27])[CH:3]=1)[CH:33]=2.